This data is from Forward reaction prediction with 1.9M reactions from USPTO patents (1976-2016). The task is: Predict the product of the given reaction. (1) Given the reactants [F:1][C:2]1[CH:7]=[C:6]([N+:8]([O-])=O)[CH:5]=[CH:4][C:3]=1[CH2:11][CH2:12][CH2:13][C:14]#[N:15].C(O)(=O)C, predict the reaction product. The product is: [NH2:8][C:6]1[CH:5]=[CH:4][C:3]([CH2:11][CH2:12][CH2:13][C:14]#[N:15])=[C:2]([F:1])[CH:7]=1. (2) Given the reactants C[O:2][C:3]([C:5]1([NH:19][S:20]([C:23]2[CH:28]=[CH:27][C:26]([C:29]3[CH:34]=[CH:33][C:32]([O:35][CH3:36])=[CH:31][CH:30]=3)=[CH:25][CH:24]=2)(=[O:22])=[O:21])[CH2:10][CH2:9][N:8]([C:11]([N:13]2[CH2:18][CH2:17][O:16][CH2:15][CH2:14]2)=[O:12])[CH2:7][CH2:6]1)=[O:4].O[C:38](C(F)(F)F)=O.COC(C1(NS(C2C=CC(C3C=CC(OC)=CC=3)=CC=2)(=O)=O)CCNCC1)=O.N1(C(Cl)=O)CCOCC1.C(N(CC)CC)C, predict the reaction product. The product is: [CH3:36][O:35][C:32]1[CH:31]=[CH:30][C:29]([C:26]2[CH:25]=[CH:24][C:23]([S:20]([N:19]([CH3:38])[C:5]3([C:3]([OH:2])=[O:4])[CH2:6][CH2:7][N:8]([C:11]([N:13]4[CH2:18][CH2:17][O:16][CH2:15][CH2:14]4)=[O:12])[CH2:9][CH2:10]3)(=[O:22])=[O:21])=[CH:28][CH:27]=2)=[CH:34][CH:33]=1.